Dataset: Orexin1 receptor HTS with 218,158 compounds and 233 confirmed actives. Task: Binary Classification. Given a drug SMILES string, predict its activity (active/inactive) in a high-throughput screening assay against a specified biological target. (1) The drug is S(=O)(=O)(N1CCOCC1)c1ccc(cc1)c1ccc(OC)cc1. The result is 0 (inactive). (2) The compound is S([O-])(=O)(=O)c1cc([N+]([O-])=O)c(NN(c2ccccc2)c2ccccc2)c([N+]([O-])=O)c1. The result is 0 (inactive). (3) The molecule is Fc1cc(NC(=O)c2cccnc2)ccc1F. The result is 0 (inactive). (4) The molecule is s1c(C(=O)N2CC(CCC2)CCC(=O)N2CCN(CC2)c2ncccc2)ccc1. The result is 0 (inactive). (5) The compound is FC(F)Oc1ccc(C(=O)CN2CC(CC(C2)C)C)cc1. The result is 0 (inactive). (6) The compound is o1c(/C(=N\NC(=O)c2ccc(c3ccccc3)cc2)C)ccc1. The result is 0 (inactive).